From a dataset of NCI-60 drug combinations with 297,098 pairs across 59 cell lines. Regression. Given two drug SMILES strings and cell line genomic features, predict the synergy score measuring deviation from expected non-interaction effect. Drug 1: CCCS(=O)(=O)NC1=C(C(=C(C=C1)F)C(=O)C2=CNC3=C2C=C(C=N3)C4=CC=C(C=C4)Cl)F. Drug 2: CS(=O)(=O)CCNCC1=CC=C(O1)C2=CC3=C(C=C2)N=CN=C3NC4=CC(=C(C=C4)OCC5=CC(=CC=C5)F)Cl. Cell line: HS 578T. Synergy scores: CSS=0.0200, Synergy_ZIP=5.33, Synergy_Bliss=5.58, Synergy_Loewe=-2.86, Synergy_HSA=-1.46.